From a dataset of Reaction yield outcomes from USPTO patents with 853,638 reactions. Predict the reaction yield, written as a fraction of the theoretical maximum amount of product (1.0 means a 100% yield; for example, 0.34 means a 34% yield). (1) The reactants are [CH2:1]([O:3][C:4](=[O:37])[CH:5]([NH:21][C:22]([CH:24]1[CH2:29][CH2:28][CH2:27][N:26]([C:30]([O:32][C:33]([CH3:36])([CH3:35])[CH3:34])=[O:31])[CH2:25]1)=O)[C:6](=O)[C:7]1[CH:12]=[CH:11][C:10]([O:13][C:14]2[CH:19]=[CH:18][CH:17]=[CH:16][CH:15]=2)=[CH:9][CH:8]=1)[CH3:2].COC1C=CC(P2(SP(C3C=CC(OC)=CC=3)(=S)S2)=[S:47])=CC=1. The catalyst is C1COCC1. The product is [C:33]([O:32][C:30]([N:26]1[CH2:27][CH2:28][CH2:29][CH:24]([C:22]2[S:47][C:6]([C:7]3[CH:12]=[CH:11][C:10]([O:13][C:14]4[CH:19]=[CH:18][CH:17]=[CH:16][CH:15]=4)=[CH:9][CH:8]=3)=[C:5]([C:4]([O:3][CH2:1][CH3:2])=[O:37])[N:21]=2)[CH2:25]1)=[O:31])([CH3:36])([CH3:35])[CH3:34]. The yield is 0.570. (2) The reactants are Br[C:2]1[CH:29]=[CH:28][C:5]2[N:6]([CH2:23][CH2:24][CH:25]([CH3:27])[CH3:26])[C:7]([CH2:9][N:10]3[C:14]4[CH:15]=[CH:16][CH:17]=[CH:18][C:13]=4[N:12]([CH:19]([CH3:21])[CH3:20])[C:11]3=[O:22])=[N:8][C:4]=2[CH:3]=1.[C:30](=[NH:43])([C:37]1[CH:42]=[CH:41][CH:40]=[CH:39][CH:38]=1)[C:31]1[CH:36]=[CH:35][CH:34]=[CH:33][CH:32]=1.CC(C)([O-])C.[Na+].C1C=CC(P(C2C(C3C(P(C4C=CC=CC=4)C4C=CC=CC=4)=CC=C4C=3C=CC=C4)=C3C(C=CC=C3)=CC=2)C2C=CC=CC=2)=CC=1. The catalyst is C1(C)C=CC=CC=1.CCOC(C)=O.C1C=CC(/C=C/C(/C=C/C2C=CC=CC=2)=O)=CC=1.C1C=CC(/C=C/C(/C=C/C2C=CC=CC=2)=O)=CC=1.C1C=CC(/C=C/C(/C=C/C2C=CC=CC=2)=O)=CC=1.[Pd].[Pd]. The product is [C:30](=[N:43][C:2]1[CH:29]=[CH:28][C:5]2[N:6]([CH2:23][CH2:24][CH:25]([CH3:27])[CH3:26])[C:7]([CH2:9][N:10]3[C:14]4[CH:15]=[CH:16][CH:17]=[CH:18][C:13]=4[N:12]([CH:19]([CH3:21])[CH3:20])[C:11]3=[O:22])=[N:8][C:4]=2[CH:3]=1)([C:37]1[CH:38]=[CH:39][CH:40]=[CH:41][CH:42]=1)[C:31]1[CH:36]=[CH:35][CH:34]=[CH:33][CH:32]=1. The yield is 0.870. (3) The reactants are Cl[C:2]1[N:7]=[C:6]([C:8]2[CH:13]=[CH:12][N:11]=[C:10]([C:14]([N:16]([CH2:19][CH3:20])[CH2:17][CH3:18])=[O:15])[CH:9]=2)[C:5]([CH3:21])=[CH:4][N:3]=1.C(O)(=O)C(O)=O.[S:28]1[CH:32]=[CH:31][C:30]([NH2:33])=[CH:29]1.O.C1(C)C=CC(S(O)(=O)=O)=CC=1.O. The catalyst is O1CCOCC1. The product is [CH2:17]([N:16]([CH2:19][CH3:20])[C:14]([C:10]1[CH:9]=[C:8]([C:6]2[C:5]([CH3:21])=[CH:4][N:3]=[C:2]([NH:33][C:30]3[CH:31]=[CH:32][S:28][CH:29]=3)[N:7]=2)[CH:13]=[CH:12][N:11]=1)=[O:15])[CH3:18]. The yield is 0.0400. (4) The product is [F:19][C:13]1[CH:14]=[CH:15][CH:16]=[C:17]([F:18])[C:12]=1[C:11]([NH:10][C:9]1[C:5]([C:3]2[N:29]=[C:21]([C:22]3[CH:27]=[CH:26][CH:25]=[CH:24][CH:23]=3)[S:28][CH:2]=2)=[N:6][NH:7][CH:8]=1)=[O:20]. The catalyst is C1COCC1. The yield is 0.310. The reactants are Br[CH2:2][C:3]([C:5]1[C:9]([NH:10][C:11](=[O:20])[C:12]2[C:17]([F:18])=[CH:16][CH:15]=[CH:14][C:13]=2[F:19])=[CH:8][NH:7][N:6]=1)=O.[C:21]([NH2:29])(=[S:28])[C:22]1[CH:27]=[CH:26][CH:25]=[CH:24][CH:23]=1.